Task: Predict the reaction yield, written as a fraction of the theoretical maximum amount of product (1.0 means a 100% yield; for example, 0.34 means a 34% yield).. Dataset: Reaction yield outcomes from USPTO patents with 853,638 reactions (1) The reactants are [Cl:1][C:2]1[CH:7]=[CH:6][C:5]([O:8][C:9]2[CH:14]=[CH:13][C:12]([CH2:15][CH2:16][S:17][C:18]3[NH:19][CH:20]=[C:21]([CH2:25][C:26]4[CH:27]=[N:28][CH:29]=[N:30][CH:31]=4)[C:22](=[O:24])[N:23]=3)=[CH:11][CH:10]=2)=[CH:4][C:3]=1[C:32]([F:35])([F:34])[F:33].[CH3:36]CN(C(C)C)C(C)C.CI. The catalyst is C(Cl)Cl. The product is [Cl:1][C:2]1[CH:7]=[CH:6][C:5]([O:8][C:9]2[CH:14]=[CH:13][C:12]([CH2:15][CH2:16][S:17][C:18]3[N:19]([CH3:36])[CH:20]=[C:21]([CH2:25][C:26]4[CH:31]=[N:30][CH:29]=[N:28][CH:27]=4)[C:22](=[O:24])[N:23]=3)=[CH:11][CH:10]=2)=[CH:4][C:3]=1[C:32]([F:34])([F:35])[F:33]. The yield is 0.169. (2) The reactants are N[C:2]1[C:11]([Cl:12])=[C:10]([C:13]([O:15][CH3:16])=[O:14])[C:9]([Cl:17])=[CH:8][C:3]=1[C:4]([O:6][CH3:7])=[O:5].C(ON=O)CC(C)C. The catalyst is C1COCC1. The product is [Cl:12][C:11]1[CH:2]=[C:3]([C:4]([O:6][CH3:7])=[O:5])[CH:8]=[C:9]([Cl:17])[C:10]=1[C:13]([O:15][CH3:16])=[O:14]. The yield is 0.980.